From a dataset of Catalyst prediction with 721,799 reactions and 888 catalyst types from USPTO. Predict which catalyst facilitates the given reaction. (1) Reactant: [Cl:1][C:2]1[C:16]([F:17])=[CH:15][CH:14]=[C:13]([Cl:18])[C:3]=1[CH2:4][O:5][C:6]1[C:7]([NH2:12])=[N:8][CH:9]=[CH:10][CH:11]=1.[Br:19]N1C(=O)CCC1=O. Product: [Br:19][C:10]1[CH:11]=[C:6]([O:5][CH2:4][C:3]2[C:13]([Cl:18])=[CH:14][CH:15]=[C:16]([F:17])[C:2]=2[Cl:1])[C:7]([NH2:12])=[N:8][CH:9]=1. The catalyst class is: 10. (2) Reactant: Cl.[NH2:2][C@H:3]1[CH2:8][CH2:7][C@H:6]([C:9]([OH:11])=[O:10])[CH2:5][CH2:4]1.Cl[C:13]([O:15][CH2:16][C:17]1[CH:22]=[CH:21][CH:20]=[CH:19][CH:18]=1)=[O:14].Cl.O. Product: [CH2:16]([O:15][C:13]([NH:2][CH:3]1[CH2:8][CH2:7][CH:6]([C:9]([OH:11])=[O:10])[CH2:5][CH2:4]1)=[O:14])[C:17]1[CH:22]=[CH:21][CH:20]=[CH:19][CH:18]=1. The catalyst class is: 74. (3) Reactant: [NH2:1][C@H:2]([C:7]([OH:9])=O)[CH2:3][CH2:4][S:5][CH3:6]. Product: [CH3:6][S:5][CH2:4][CH2:3][CH:2]1[NH:1][C:7](=[O:9])[CH:2]([CH2:3][CH2:4][S:5][CH3:6])[NH:1][C:7]1=[O:9]. The catalyst class is: 6. (4) Reactant: [O:1]1[CH2:6][CH2:5][CH:4]([CH2:7][NH:8][C:9](=[O:15])[O:10][C:11]([CH3:14])([CH3:13])[CH3:12])[CH2:3][CH2:2]1.I[CH3:17].[H-].[Na+].[NH4+].[Cl-]. Product: [CH3:17][N:8]([CH2:7][CH:4]1[CH2:5][CH2:6][O:1][CH2:2][CH2:3]1)[C:9](=[O:15])[O:10][C:11]([CH3:12])([CH3:14])[CH3:13]. The catalyst class is: 42. (5) Reactant: S(Cl)([Cl:3])=O.[Cl:5][C:6]1[CH:7]=[CH:8][C:9]([C:12]([OH:14])=O)=[N:10][CH:11]=1. Product: [Cl:5][C:6]1[CH:7]=[CH:8][C:9]([C:12]([Cl:3])=[O:14])=[N:10][CH:11]=1. The catalyst class is: 885. (6) Reactant: C(N(CC)CC)C.[NH:8]=[C:9](OC)[CH2:10][CH2:11][CH2:12][CH2:13][C:14]([O:16][CH3:17])=[O:15].[CH:20]([NH:22][NH2:23])=O. Product: [N:22]1[N:23]=[C:9]([CH2:10][CH2:11][CH2:12][CH2:13][C:14]([O:16][CH3:17])=[O:15])[NH:8][CH:20]=1. The catalyst class is: 5. (7) Reactant: [N+:1]([C:4]1[CH:5]=[C:6]([CH:8]=[CH:9][CH:10]=1)[NH2:7])([O-:3])=[O:2].[O:11](C(OC(C)(C)C)=O)[C:12]([O:14][C:15]([CH3:18])([CH3:17])[CH3:16])=O.CCCCCC.C(OCC)(=O)C.O. Product: [C:15]([O:14][C:12](=[O:11])[NH:7][C:6]1[CH:8]=[CH:9][CH:10]=[C:4]([N+:1]([O-:3])=[O:2])[CH:5]=1)([CH3:18])([CH3:17])[CH3:16]. The catalyst class is: 230. (8) Reactant: CS[C:3]1[N:8]2[CH:9]=[N:10][N:11]=[C:7]2[C:6]([C:12]2[CH:17]=[CH:16][CH:15]=[C:14]([C:18]([F:21])([F:20])[F:19])[CH:13]=2)=[C:5]([C:22]2[CH:27]=[CH:26][N:25]=[C:24]([Cl:28])[CH:23]=2)[N:4]=1.[OH-:29].[Na+].Cl. Product: [OH:29][C:3]1[N:8]2[CH:9]=[N:10][N:11]=[C:7]2[C:6]([C:12]2[CH:17]=[CH:16][CH:15]=[C:14]([C:18]([F:21])([F:20])[F:19])[CH:13]=2)=[C:5]([C:22]2[CH:27]=[CH:26][N:25]=[C:24]([Cl:28])[CH:23]=2)[N:4]=1. The catalyst class is: 12.